Dataset: Reaction yield outcomes from USPTO patents with 853,638 reactions. Task: Predict the reaction yield, written as a fraction of the theoretical maximum amount of product (1.0 means a 100% yield; for example, 0.34 means a 34% yield). The reactants are [Cl:1][C:2]1[N:10]=[CH:9][C:8]([F:11])=[CH:7][C:3]=1[C:4](O)=[O:5].S(Cl)(Cl)=O.[BH4-].[Na+].[OH-].[Na+]. The catalyst is ClCCl.O.C(OCC)(=O)C.CN(C)C=O. The product is [Cl:1][C:2]1[C:3]([CH2:4][OH:5])=[CH:7][C:8]([F:11])=[CH:9][N:10]=1. The yield is 0.343.